This data is from Reaction yield outcomes from USPTO patents with 853,638 reactions. The task is: Predict the reaction yield, written as a fraction of the theoretical maximum amount of product (1.0 means a 100% yield; for example, 0.34 means a 34% yield). (1) The reactants are [CH2:1]([O:8][C:9]([C:11]1[CH:38]=[CH:37][C:14]([O:15][C:16]2[C:21]([F:22])=[C:20]([F:23])[C:19]([C:24]3[C:29]([F:30])=[C:28]([F:31])[C:27](F)=[C:26]([F:33])[C:25]=3[F:34])=[C:18]([F:35])[C:17]=2[F:36])=[CH:13][CH:12]=1)=[O:10])[C:2]1[CH:7]=[CH:6][CH:5]=[CH:4][CH:3]=1.[N+:39]([C:42]1[CH:48]=[CH:47][C:45]([O-:46])=[CH:44][C:43]=1[O:49][CH2:50][C:51]1[CH:56]=[CH:55][CH:54]=[CH:53][CH:52]=1)([O-:41])=[O:40].[K+]. The catalyst is CN(C)C=O. The product is [N+:39]([C:42]1[CH:48]=[CH:47][C:45]([O:46][C:27]2[C:26]([F:33])=[C:25]([F:34])[C:24]([C:19]3[C:18]([F:35])=[C:17]([F:36])[C:16]([O:15][C:14]4[CH:37]=[CH:38][C:11]([C:9]([O:8][CH2:1][C:2]5[CH:7]=[CH:6][CH:5]=[CH:4][CH:3]=5)=[O:10])=[CH:12][CH:13]=4)=[C:21]([F:22])[C:20]=3[F:23])=[C:29]([F:30])[C:28]=2[F:31])=[CH:44][C:43]=1[O:49][CH2:50][C:51]1[CH:52]=[CH:53][CH:54]=[CH:55][CH:56]=1)([O-:41])=[O:40]. The yield is 0.940. (2) The reactants are O.[Na].[N+:3]([CH:6]([CH:9]=O)[CH:7]=O)([O-:5])=[O:4].[NH2:11][C:12]1[N:16]([S:17]([C:20]2[CH:26]=[CH:25][C:23]([CH3:24])=[CH:22][CH:21]=2)(=[O:19])=[O:18])[N:15]=[C:14]([OH:27])[CH:13]=1.FC1(F)C[C@H]1C1C2C(=NC=C(NC(=O)C3C(F)=CC=C(NS(CCC)(=O)=O)C=3F)C=2)NN=1. The catalyst is C(O)(=O)C.O. The product is [N+:3]([C:6]1[CH:7]=[C:13]2[C:14]([OH:27])=[N:15][N:16]([S:17]([C:20]3[CH:26]=[CH:25][C:23]([CH3:24])=[CH:22][CH:21]=3)(=[O:19])=[O:18])[C:12]2=[N:11][CH:9]=1)([O-:5])=[O:4]. The yield is 0.638. (3) The reactants are Cl.[CH3:2][C@:3]1([OH:8])[CH2:7][O:6][NH:5][CH2:4]1.C(N(C(C)C)CC)(C)C.[CH:18]1([CH2:24][N:25]2[C:29]3[CH:30]=[CH:31][C:32]([C:34](O)=[O:35])=[CH:33][C:28]=3[N:27]=[C:26]2[C:37]([CH3:41])([CH3:40])[CH2:38][CH3:39])[CH2:23][CH2:22][CH2:21][CH2:20][CH2:19]1.CN(C(ON1N=NC2C=CC=NC1=2)=[N+](C)C)C.F[P-](F)(F)(F)(F)F. The catalyst is CN(C=O)C.O. The product is [CH:18]1([CH2:24][N:25]2[C:29]3[CH:30]=[CH:31][C:32]([C:34]([N:5]4[CH2:4][C@@:3]([CH3:2])([OH:8])[CH2:7][O:6]4)=[O:35])=[CH:33][C:28]=3[N:27]=[C:26]2[C:37]([CH3:40])([CH3:41])[CH2:38][CH3:39])[CH2:19][CH2:20][CH2:21][CH2:22][CH2:23]1. The yield is 0.690. (4) The reactants are [CH3:1][C:2]1[N:3]=[C:4]2[C:9]([NH:10][CH2:11][C:12]3[C:17]([CH3:18])=[CH:16][CH:15]=[CH:14][C:13]=3[CH2:19][CH3:20])=[CH:8][C:7]([C:21](OCC)=[O:22])=[CH:6][N:5]2[C:26]=1[CH3:27].[CH2:28]([NH2:31])[CH2:29][CH3:30].[C-]#N.[Na+]. The catalyst is CO. The product is [CH3:1][C:2]1[N:3]=[C:4]2[C:9]([NH:10][CH2:11][C:12]3[C:17]([CH3:18])=[CH:16][CH:15]=[CH:14][C:13]=3[CH2:19][CH3:20])=[CH:8][C:7]([C:21]([NH:31][CH2:28][CH2:29][CH3:30])=[O:22])=[CH:6][N:5]2[C:26]=1[CH3:27]. The yield is 0.420. (5) The product is [C:25]1([CH3:52])[CH:30]=[CH:29][C:28]([C:31]([C@@:33]([C:49]([OH:51])=[O:50])([OH:48])[C@@:34]([C:39]([C:41]2[CH:42]=[CH:43][C:44]([CH3:47])=[CH:45][CH:46]=2)=[O:40])([OH:38])[C:35]([OH:37])=[O:36])=[O:32])=[CH:27][CH:26]=1.[CH2:3]([N:10]1[CH2:15][CH2:14][CH:13]([CH3:16])[CH:12]([NH:17][CH3:18])[CH2:11]1)[C:4]1[CH:5]=[CH:6][CH:7]=[CH:8][CH:9]=1.[CH2:3]([N:10]1[CH2:15][CH2:14][CH:13]([CH3:16])[CH:12]([NH:17][CH3:18])[CH2:11]1)[C:4]1[CH:5]=[CH:6][CH:7]=[CH:8][CH:9]=1. The yield is 0.206. The reactants are Cl.Cl.[CH2:3]([N:10]1[CH2:15][CH2:14][C@H:13]([CH3:16])[C@H:12]([NH:17][CH3:18])[CH2:11]1)[C:4]1[CH:9]=[CH:8][CH:7]=[CH:6][CH:5]=1.[OH-].[Na+].C(O)(C)C.[C:25]1([CH3:52])[CH:30]=[CH:29][C:28]([C:31]([C@@:33]([C:49]([OH:51])=[O:50])([OH:48])[C@@:34]([C:39]([C:41]2[CH:46]=[CH:45][C:44]([CH3:47])=[CH:43][CH:42]=2)=[O:40])([OH:38])[C:35]([OH:37])=[O:36])=[O:32])=[CH:27][CH:26]=1. The catalyst is O.CO.